This data is from Reaction yield outcomes from USPTO patents with 853,638 reactions. The task is: Predict the reaction yield, written as a fraction of the theoretical maximum amount of product (1.0 means a 100% yield; for example, 0.34 means a 34% yield). (1) The reactants are [CH3:1][C@H:2]([C:15]([OH:17])=[O:16])[C:3]1[CH:4]=[CH:5][C:6]2[CH:7]=[C:8]([O:13]C)[CH:9]=[CH:10][C:11]=2[CH:12]=1. The catalyst is Br. The product is [OH:13][C:8]1[CH:7]=[C:6]2[C:11](=[CH:10][CH:9]=1)[CH:12]=[C:3]([CH:2]([CH3:1])[C:15]([OH:17])=[O:16])[CH:4]=[CH:5]2. The yield is 0.810. (2) The catalyst is O1CCCC1.O. The yield is 0.630. The product is [CH3:4][C@@:3]12[CH2:2][CH2:1][CH2:17][N:16]1[C@@H:15]([C:14]([Cl:25])([Cl:24])[Cl:13])[O:22][C:21]2=[O:23]. The reactants are [CH2:1]([Li])[CH2:2][CH2:3][CH3:4].C(NC(C)C)(C)C.[Cl:13][C:14]([Cl:25])([Cl:24])[C@H:15]1[O:22][C:21](=[O:23])[C@H]2[N:16]1[CH2:17]CC2.IC. (3) The reactants are [F:1][C:2]1[CH:7]=[CH:6][CH:5]=[C:4]([F:8])[C:3]=1[CH:9]=[CH:10][C:11]([NH:13][C@H:14]([C:25]([O:27]C)=[O:26])[CH2:15][C:16]1[C:24]2[C:19](=[CH:20][CH:21]=[CH:22][CH:23]=2)[NH:18][CH:17]=1)=[O:12].[OH-].[Na+:30]. The catalyst is CO. The product is [F:1][C:2]1[CH:7]=[CH:6][CH:5]=[C:4]([F:8])[C:3]=1[CH:9]=[CH:10][C:11]([NH:13][C@H:14]([C:25]([O-:27])=[O:26])[CH2:15][C:16]1[C:24]2[C:19](=[CH:20][CH:21]=[CH:22][CH:23]=2)[NH:18][CH:17]=1)=[O:12].[Na+:30]. The yield is 0.680. (4) The reactants are Br[C:2]1[CH:42]=[CH:41][CH:40]=[CH:39][C:3]=1[CH2:4][N:5]([CH2:28][C:29]([C:31]1[C:36]([Cl:37])=[CH:35][N:34]=[CH:33][C:32]=1[Cl:38])=[O:30])[C:6]([C:8]1[CH:9]=[N:10][N:11]([C@H:17]2[CH2:22][CH2:21][C@H:20]([C:23]([O:25][CH2:26][CH3:27])=[O:24])[CH2:19][CH2:18]2)[C:12]=1[C:13]([F:16])([F:15])[F:14])=[O:7].C[C:44]([N:46](C)C)=O. The catalyst is [C-]#N.[C-]#N.[Zn+2].C1C=CC([P]([Pd]([P](C2C=CC=CC=2)(C2C=CC=CC=2)C2C=CC=CC=2)([P](C2C=CC=CC=2)(C2C=CC=CC=2)C2C=CC=CC=2)[P](C2C=CC=CC=2)(C2C=CC=CC=2)C2C=CC=CC=2)(C2C=CC=CC=2)C2C=CC=CC=2)=CC=1. The product is [C:44]([C:2]1[CH:42]=[CH:41][CH:40]=[CH:39][C:3]=1[CH2:4][N:5]([CH2:28][C:29]([C:31]1[C:36]([Cl:37])=[CH:35][N:34]=[CH:33][C:32]=1[Cl:38])=[O:30])[C:6]([C:8]1[CH:9]=[N:10][N:11]([C@H:17]2[CH2:22][CH2:21][C@H:20]([C:23]([O:25][CH2:26][CH3:27])=[O:24])[CH2:19][CH2:18]2)[C:12]=1[C:13]([F:16])([F:15])[F:14])=[O:7])#[N:46]. The yield is 0.290. (5) The reactants are [O:1]1[C:5]2([CH2:10][CH2:9][NH:8][CH2:7][CH2:6]2)[O:4][CH2:3][CH2:2]1.[Cl:11][C:12]1[CH:17]=[C:16](F)[CH:15]=[CH:14][N:13]=1.C(N(CC)C(C)C)(C)C. The catalyst is O1CCOCC1. The product is [Cl:11][C:12]1[CH:17]=[C:16]([N:8]2[CH2:9][CH2:10][C:5]3([O:4][CH2:3][CH2:2][O:1]3)[CH2:6][CH2:7]2)[CH:15]=[CH:14][N:13]=1. The yield is 0.730. (6) The reactants are [F:1][C:2]([F:12])([F:11])[C:3]1[CH:10]=[CH:9][C:6]([CH:7]=O)=[CH:5][CH:4]=1.[CH3:13][C:14]1[CH:15]=[C:16]([CH:18]=[CH:19][C:20]=1[N+:21]([O-:23])=[O:22])[NH2:17].C([BH3-])#N.[Na+].C(O)(=O)C. The catalyst is CC1C=CC=CC=1C.C(OCC)(=O)C. The product is [CH3:13][C:14]1[CH:15]=[C:16]([NH:17][CH2:7][C:6]2[CH:9]=[CH:10][C:3]([C:2]([F:12])([F:11])[F:1])=[CH:4][CH:5]=2)[CH:18]=[CH:19][C:20]=1[N+:21]([O-:23])=[O:22]. The yield is 0.820.